Dataset: Catalyst prediction with 721,799 reactions and 888 catalyst types from USPTO. Task: Predict which catalyst facilitates the given reaction. (1) Reactant: Cl.[NH2:2][OH:3].CC(O)=O.[Cl:8][C:9]1[C:14]([CH:15]=O)=[C:13]([Cl:17])[N:12]=[C:11]([S:18][CH3:19])[N:10]=1. Product: [Cl:8][C:9]1[C:14]([CH:15]=[N:2][OH:3])=[C:13]([Cl:17])[N:12]=[C:11]([S:18][CH3:19])[N:10]=1. The catalyst class is: 14. (2) Reactant: [H-].[Na+].Br[CH2:4][C:5]1[CH:10]=[CH:9][C:8](/[CH:11]=[CH:12]/[C:13]([O:15][CH2:16][CH3:17])=[O:14])=[C:7]([F:18])[CH:6]=1.[N:19]1[C:28]2[C:23](=[CH:24][CH:25]=[CH:26][C:27]=2[OH:29])[CH:22]=[CH:21][CH:20]=1.CN(C=O)C. Product: [F:18][C:7]1[CH:6]=[C:5]([CH2:4][O:29][C:27]2[CH:26]=[CH:25][CH:24]=[C:23]3[C:28]=2[N:19]=[CH:20][CH:21]=[CH:22]3)[CH:10]=[CH:9][C:8]=1/[CH:11]=[CH:12]/[C:13]([O:15][CH2:16][CH3:17])=[O:14]. The catalyst class is: 6. (3) Reactant: [C:1]1([C@H:7]([CH3:12])[CH2:8][C:9](Cl)=[O:10])[CH:6]=[CH:5][CH:4]=[CH:3][CH:2]=1.[NH2:13][C:14]1[N:19]=[CH:18][N:17]=[C:16]2[N:20]([CH:32]3[CH2:37][CH2:36][C:35](=[O:38])[CH2:34][CH2:33]3)[N:21]=[C:22]([C:23]3[CH:28]=[CH:27][C:26]([NH2:29])=[C:25]([O:30][CH3:31])[CH:24]=3)[C:15]=12. Product: [NH2:13][C:14]1[N:19]=[CH:18][N:17]=[C:16]2[N:20]([CH:32]3[CH2:37][CH2:36][C:35](=[O:38])[CH2:34][CH2:33]3)[N:21]=[C:22]([C:23]3[CH:28]=[CH:27][C:26]([NH:29][C:9](=[O:10])[CH2:8][C@H:7]([C:1]4[CH:6]=[CH:5][CH:4]=[CH:3][CH:2]=4)[CH3:12])=[C:25]([O:30][CH3:31])[CH:24]=3)[C:15]=12. The catalyst class is: 272. (4) Reactant: [OH-].[Na+].[Cl:3][C:4]1[C:9]([O:10][CH:11]([CH3:13])[CH3:12])=[C:8]([CH2:14][N:15]2[CH2:20][CH2:19][CH:18]([N:21]3[CH:26]=[CH:25][C:24]([C:27]([O:29]C)=[O:28])=[CH:23][C:22]3=[O:31])[CH2:17][CH2:16]2)[CH:7]=[C:6]([CH:32]2[CH2:34][CH2:33]2)[C:5]=1[C:35]1[CH:40]=[CH:39][C:38]([F:41])=[CH:37][C:36]=1[F:42]. Product: [Cl:3][C:4]1[C:9]([O:10][CH:11]([CH3:13])[CH3:12])=[C:8]([CH2:14][N:15]2[CH2:16][CH2:17][CH:18]([N:21]3[CH:26]=[CH:25][C:24]([C:27]([OH:29])=[O:28])=[CH:23][C:22]3=[O:31])[CH2:19][CH2:20]2)[CH:7]=[C:6]([CH:32]2[CH2:33][CH2:34]2)[C:5]=1[C:35]1[CH:40]=[CH:39][C:38]([F:41])=[CH:37][C:36]=1[F:42]. The catalyst class is: 8.